Task: Predict the product of the given reaction.. Dataset: Forward reaction prediction with 1.9M reactions from USPTO patents (1976-2016) (1) Given the reactants [Mg].II.Br[C:5]1[CH:10]=[C:9]([F:11])[CH:8]=[C:7]([F:12])[CH:6]=1.[C:13](=[O:15])=[O:14], predict the reaction product. The product is: [F:12][C:7]1[CH:6]=[C:5]([CH:10]=[C:9]([F:11])[CH:8]=1)[C:13]([OH:15])=[O:14]. (2) The product is: [CH3:21][CH:20]([N:3]([C:4]1[CH:9]=[CH:8][CH:7]=[C:6]([N+:10]([O-:12])=[O:11])[CH:5]=1)[CH:1]=[O:2])[C:22](=[O:24])[CH3:23]. Given the reactants [CH:1]([NH:3][C:4]1[CH:9]=[CH:8][CH:7]=[C:6]([N+:10]([O-:12])=[O:11])[CH:5]=1)=[O:2].C(=O)([O-])[O-].[K+].[K+].Br[CH:20]([C:22](=[O:24])[CH3:23])[CH3:21], predict the reaction product. (3) Given the reactants Cl.[CH3:2][N:3]([CH3:29])[C:4]1([CH2:22][C:23]2[CH:28]=[CH:27][CH:26]=[CH:25][CH:24]=2)[CH2:9][CH2:8][C:7]([C:10]2[NH:11][C:12]3[C:17]([C:18]=2[CH:19]2[CH2:21][CH2:20]2)=[CH:16][CH:15]=[CH:14][CH:13]=3)=[CH:6][CH2:5]1, predict the reaction product. The product is: [CH2:22]([C:4]1([N:3]([CH3:2])[CH3:29])[CH2:5][CH2:6][CH:7]([C:10]2[NH:11][C:12]3[C:17]([C:18]=2[CH:19]2[CH2:21][CH2:20]2)=[CH:16][CH:15]=[CH:14][CH:13]=3)[CH2:8][CH2:9]1)[C:23]1[CH:24]=[CH:25][CH:26]=[CH:27][CH:28]=1. (4) Given the reactants [CH3:1][O:2][C:3]1[CH:4]=[C:5]([CH:23]=[CH:24][C:25]=1[O:26][CH3:27])[CH2:6][CH:7]1[C:16]2[C:11](=[CH:12][C:13]([O:21][CH3:22])=[C:14]([O:17][CH:18]([CH3:20])[CH3:19])[CH:15]=2)[CH2:10][CH2:9][NH:8]1.Br[CH2:29][C:30](Br)=[O:31].[NH2:33][CH:34]1[C:42]2[C:37](=[CH:38][CH:39]=[CH:40][CH:41]=2)[CH:36]([CH3:43])[CH2:35]1, predict the reaction product. The product is: [CH3:1][O:2][C:3]1[CH:4]=[C:5]([CH:23]=[CH:24][C:25]=1[O:26][CH3:27])[CH2:6][CH:7]1[C:16]2[C:11](=[CH:12][C:13]([O:21][CH3:22])=[C:14]([O:17][CH:18]([CH3:20])[CH3:19])[CH:15]=2)[CH2:10][CH2:9][N:8]1[CH2:29][C:30]([NH:33][CH:34]1[C:42]2[C:37](=[CH:38][CH:39]=[CH:40][CH:41]=2)[CH:36]([CH3:43])[CH2:35]1)=[O:31]. (5) Given the reactants [CH2:1]([O:8][C:9]1[C:10](=[O:17])[CH:11]=[C:12]([CH2:15][OH:16])[NH:13][CH:14]=1)[C:2]1C=CC=CC=1.[OH-].[Na+].C(=O)([O-])[O-].[K+].[K+].BrCCBr, predict the reaction product. The product is: [O:17]1[C:10]2[CH:11]=[C:12]([CH2:15][OH:16])[N:13]=[CH:14][C:9]=2[O:8][CH2:1][CH2:2]1. (6) Given the reactants [C:1](O)(=[S:5])[CH:2](C)O.[CH3:7][O:8][C:9]([CH3:11])=[CH2:10].CC[O:14]CC, predict the reaction product. The product is: [CH3:10][C:9]1([CH3:11])[S:5][CH:1]([CH3:2])[C:7](=[O:14])[O:8]1.